This data is from Forward reaction prediction with 1.9M reactions from USPTO patents (1976-2016). The task is: Predict the product of the given reaction. (1) Given the reactants [N+:1]([C:4]1[C:5]([NH:13][C:14](=O)[C:15]([F:21])([F:20])[C:16]([F:19])([F:18])[F:17])=[C:6]([CH:10]=[CH:11][CH:12]=1)[C:7](N)=[O:8])([O-])=O.[H][H].[OH-:25].[Na+].Cl, predict the reaction product. The product is: [F:20][C:15]([F:21])([C:14]1[NH:13][C:5]2[C:6]([C:7]([OH:25])=[O:8])=[CH:10][CH:11]=[CH:12][C:4]=2[N:1]=1)[C:16]([F:19])([F:18])[F:17]. (2) Given the reactants [N+:1]([C:4]1[CH:9]=[CH:8][C:7]([CH2:10][CH2:11][CH2:12][C:13]([OH:15])=O)=[CH:6][CH:5]=1)([O-:3])=[O:2].[NH:16]1[CH2:21][CH2:20][O:19][CH2:18][CH2:17]1.C(=O)(O)[O-].[Na+], predict the reaction product. The product is: [N:16]1([C:13](=[O:15])[CH2:12][CH2:11][CH2:10][C:7]2[CH:6]=[CH:5][C:4]([N+:1]([O-:3])=[O:2])=[CH:9][CH:8]=2)[CH2:21][CH2:20][O:19][CH2:18][CH2:17]1. (3) Given the reactants C(NC(C)C)(C)C.C([Li])CCC.[Cl:13][C:14]1[CH:19]=[C:18]([Cl:20])[CH:17]=[C:16]([Cl:21])[N:15]=1.[C:22](=[O:24])=[O:23].Cl, predict the reaction product. The product is: [Cl:21][C:16]1[N:15]=[C:14]([Cl:13])[CH:19]=[C:18]([Cl:20])[C:17]=1[C:22]([OH:24])=[O:23]. (4) Given the reactants [C:1]([O:13][CH3:14])(=[O:12])[C:2]1[CH:11]=[CH:10][CH:9]=[C:4]([C:5]([O:7][CH3:8])=[O:6])[CH:3]=1.BrBr.[Br:17](F)(F)F, predict the reaction product. The product is: [Br:17][C:10]1[CH:9]=[C:4]([C:5]([O:7][CH3:8])=[O:6])[CH:3]=[C:2]([CH:11]=1)[C:1]([O:13][CH3:14])=[O:12]. (5) Given the reactants [NH:1]1[C:10]2[C:5](=[CH:6][CH:7]=[C:8]([C:11](OC)=[O:12])[CH:9]=2)[CH2:4][CH2:3][CH2:2]1.CC(C[AlH]CC(C)C)C.C(C(C(C([O-])=O)O)O)([O-])=O.[K+].[Na+].O, predict the reaction product. The product is: [NH:1]1[C:10]2[C:5](=[CH:6][CH:7]=[C:8]([CH2:11][OH:12])[CH:9]=2)[CH2:4][CH2:3][CH2:2]1. (6) Given the reactants [CH3:1][O:2][C:3](=[O:11])[CH:4](Br)[C:5](=O)[CH2:6][O:7][CH3:8].[NH2:12][C:13]([NH2:15])=[S:14], predict the reaction product. The product is: [CH3:1][O:2][C:3]([C:4]1[S:14][C:13]([NH2:15])=[N:12][C:5]=1[CH2:6][O:7][CH3:8])=[O:11].